The task is: Binary Classification. Given a drug SMILES string, predict its activity (active/inactive) in a high-throughput screening assay against a specified biological target.. This data is from HIV replication inhibition screening data with 41,000+ compounds from the AIDS Antiviral Screen. (1) The compound is COC(=O)Cc1cccc2c(=O)c(S(=O)(=O)NC(=O)Nc3ccc(Cl)cc3)c(-c3ccccc3)oc12. The result is 0 (inactive). (2) The molecule is N#Cc1c2n(c(=S)n(-c3ccccc3)c1=N)CCCCCCC2. The result is 0 (inactive). (3) The molecule is Clc1ccc(OCc2nc3ccccc3[nH]2)cc1. The result is 0 (inactive). (4) The drug is O=c1c2ccccc2oc2ccccc12.Oc1cccc2cccnc12. The result is 0 (inactive). (5) The drug is NC1=CN(CCCO)C2=NC(=Cc3ccco3)C(=O)N12. The result is 0 (inactive). (6) The compound is O=C1NC(=O)C(F)(n2cc(F)c(=O)[nH]c2=O)C(O)N1. The result is 0 (inactive).